This data is from Forward reaction prediction with 1.9M reactions from USPTO patents (1976-2016). The task is: Predict the product of the given reaction. (1) Given the reactants C[O:2][C:3](=[O:14])[CH:4](Br)[C:5]1[CH:10]=[CH:9][C:8]([F:11])=[C:7]([F:12])[CH:6]=1.[CH:15]1([SH:20])[CH2:19][CH2:18][CH2:17][CH2:16]1.[NH2:21][C:22]1[S:23][CH:24]=[CH:25][N:26]=1, predict the reaction product. The product is: [CH:15]1([S:20][CH:4]([C:5]2[CH:10]=[CH:9][C:8]([F:11])=[C:7]([F:12])[CH:6]=2)[C:3]([OH:2])=[O:14])[CH2:19][CH2:18][CH2:17][CH2:16]1.[CH:15]1([S:20][CH:4]([C:5]2[CH:10]=[CH:9][C:8]([F:11])=[C:7]([F:12])[CH:6]=2)[C:3]([NH:21][C:22]2[S:23][CH:24]=[CH:25][N:26]=2)=[O:14])[CH2:19][CH2:18][CH2:17][CH2:16]1. (2) Given the reactants [N:1]1[CH:6]=CC=C[CH:2]=1.FC(F)O[C:10]1[CH:18]=[CH:17][CH:16]=[C:15]2[C:11]=1[CH2:12][CH2:13][N:14]2C(=O)CC1NC(=O)C=C(N2CCOCC2)N=1.Cl.[CH3:37][N:38]([CH3:47])[CH2:39][CH2:40]CN=C=NCC.[CH3:48][N:49]1[C:54](=[O:55])[CH:53]=[C:52]([N:56]2[CH2:61][CH2:60][O:59][CH2:58][CH2:57]2)[N:51]=[C:50]1[CH2:62][C:63]([O-:65])=O.[Na+], predict the reaction product. The product is: [CH3:48][N:49]1[C:54](=[O:55])[CH:53]=[C:52]([N:56]2[CH2:57][CH2:58][O:59][CH2:60][CH2:61]2)[N:51]=[C:50]1[CH2:62][C:63]([N:14]1[C:15]2[C:11](=[C:10]([CH2:2][N:1]3[CH2:40][CH2:39][N:38]([CH3:37])[CH2:47][CH2:6]3)[CH:18]=[CH:17][CH:16]=2)[CH2:12][CH2:13]1)=[O:65]. (3) Given the reactants [C:1]([N:4]1[CH2:9][CH2:8][C:7]2[C:10]([C:14]#[N:15])=[C:11]([NH2:13])[S:12][C:6]=2[CH2:5]1)(=[O:3])[CH3:2].[CH3:16][O:17][C:18]1[CH:19]=[C:20]([CH:24]=[CH:25][CH:26]=1)[C:21](Cl)=[O:22], predict the reaction product. The product is: [C:1]([N:4]1[CH2:9][CH2:8][C:7]2[C:10]([C:14]#[N:15])=[C:11]([NH:13][C:21](=[O:22])[C:20]3[CH:24]=[CH:25][CH:26]=[C:18]([O:17][CH3:16])[CH:19]=3)[S:12][C:6]=2[CH2:5]1)(=[O:3])[CH3:2]. (4) Given the reactants [C:1]([O:4][C:5]1[CH:6]=[C:7]([CH:15]=[CH:16][CH:17]=1)[C:8]([NH:10][CH2:11][C:12]([OH:14])=O)=[O:9])(=[O:3])[CH3:2].C(N(CC)CC)C.ClC(OCC(C)C)=O.[CH2:33]([O:40][C:41]1[CH:46]=[CH:45][C:44]([N:47]2[CH2:52][CH2:51][NH:50][CH2:49][CH2:48]2)=[CH:43][CH:42]=1)[C:34]1[CH:39]=[CH:38][CH:37]=[CH:36][CH:35]=1, predict the reaction product. The product is: [CH2:33]([O:40][C:41]1[CH:46]=[CH:45][C:44]([N:47]2[CH2:52][CH2:51][N:50]([C:12](=[O:14])[CH2:11][NH:10][C:8]([C:7]3[CH:6]=[C:5]([O:4][C:1](=[O:3])[CH3:2])[CH:17]=[CH:16][CH:15]=3)=[O:9])[CH2:49][CH2:48]2)=[CH:43][CH:42]=1)[C:34]1[CH:39]=[CH:38][CH:37]=[CH:36][CH:35]=1. (5) Given the reactants [C:1]([O:5][C:6](=[O:21])[NH:7][CH2:8][CH2:9][CH2:10][O:11][C:12]1[CH:17]=[CH:16][C:15]([N+:18]([O-])=O)=[CH:14][CH:13]=1)([CH3:4])([CH3:3])[CH3:2].O.[Cl-].[NH4+], predict the reaction product. The product is: [C:1]([O:5][C:6](=[O:21])[NH:7][CH2:8][CH2:9][CH2:10][O:11][C:12]1[CH:13]=[CH:14][C:15]([NH2:18])=[CH:16][CH:17]=1)([CH3:4])([CH3:2])[CH3:3]. (6) Given the reactants [CH:1]1([CH2:6][C@H:7]([N:16]2[CH2:20][C:19]([O:21][C:22]3[CH:27]=[CH:26][CH:25]=[CH:24][C:23]=3[O:28][CH3:29])=[CH:18][C:17]2=[O:30])[C:8]([NH:10][C:11]2SC=C[N:15]=2)=[O:9])[CH2:5][CH2:4][CH2:3][CH2:2]1.NC1[CH:36]=[CH:35][N:34]([CH2:37][C:38]([CH3:41])([OH:40])[CH3:39])N=1.F[P-](F)(F)(F)(F)F.N1(O[P+](N(C)C)(N(C)C)N(C)C)C2C=CC=CC=2N=N1.C(N(CC)C(C)C)(C)C, predict the reaction product. The product is: [CH:1]1([CH2:6][C@H:7]([N:16]2[CH2:20][C:19]([O:21][C:22]3[CH:27]=[CH:26][CH:25]=[CH:24][C:23]=3[O:28][CH3:29])=[CH:18][C:17]2=[O:30])[C:8]([NH:10][C:11]2[CH:36]=[CH:35][N:34]([CH2:37][C:38]([OH:40])([CH3:41])[CH3:39])[N:15]=2)=[O:9])[CH2:2][CH2:3][CH2:4][CH2:5]1. (7) The product is: [CH2:1]([O:3][C:4]([C:5]1[C:10](=[O:11])[C:12]2[C:17](=[CH:16][CH:15]=[CH:14][N:13]=2)[N:7]([CH2:9][C:38]2([C:43]3[CH:44]=[CH:45][CH:46]=[CH:47][CH:48]=3)[CH2:39][CH2:40][CH2:41][CH2:42]2)[CH:6]=1)=[O:19])[CH3:2]. Given the reactants [CH2:1]([O:3][C:4](=[O:19])[C:5]([C:10]([C:12]1[C:17](F)=[CH:16][CH:15]=[CH:14][N:13]=1)=[O:11])=[CH:6][N:7]([CH3:9])C)[CH3:2].C(OC(C1C(=O)C2C(=CC=CN=2)N(CC2[CH:42]=[CH:41][CH:40]=[CH:39][C:38]=2[C:43]2[CH:48]=[CH:47][CH:46]=[CH:45][CH:44]=2)C=1)=O)C, predict the reaction product.